Dataset: Full USPTO retrosynthesis dataset with 1.9M reactions from patents (1976-2016). Task: Predict the reactants needed to synthesize the given product. (1) Given the product [Cl:19][C:18]1[C:9]([CH2:8][N:4]2[CH2:5][CH2:6][CH2:7][C@@H:2]([NH:1][C:52]([CH:49]3[CH2:50][CH2:51][NH:46][CH2:47][CH2:48]3)=[O:53])[CH2:3]2)=[C:10]([C:35]([F:36])([F:37])[F:38])[CH:11]=[C:12]2[C:17]=1[NH:16][C:15](=[O:20])[N:14]([CH2:21][C:22]1[CH:27]=[C:26]([Cl:28])[CH:25]=[CH:24][C:23]=1[S:29]([CH2:32][CH3:33])(=[O:31])=[O:30])[C:13]2=[O:34], predict the reactants needed to synthesize it. The reactants are: [NH2:1][C@@H:2]1[CH2:7][CH2:6][CH2:5][N:4]([CH2:8][C:9]2[C:18]([Cl:19])=[C:17]3[C:12]([C:13](=[O:34])[N:14]([CH2:21][C:22]4[CH:27]=[C:26]([Cl:28])[CH:25]=[CH:24][C:23]=4[S:29]([CH2:32][CH3:33])(=[O:31])=[O:30])[C:15](=[O:20])[NH:16]3)=[CH:11][C:10]=2[C:35]([F:38])([F:37])[F:36])[CH2:3]1.CC(OC([N:46]1[CH2:51][CH2:50][CH:49]([C:52](O)=[O:53])[CH2:48][CH2:47]1)=O)(C)C.CN(C(ON1N=NC2C=CC=NC1=2)=[N+](C)C)C.F[P-](F)(F)(F)(F)F. (2) The reactants are: [CH3:1][O:2][C:3]1[CH:8]=[CH:7][C:6]([C:9]2[CH:14]=[CH:13][C:12]([S:15]([NH:18][CH:19]([C:24]3([CH3:40])[CH2:28][CH2:27][CH:26]([N:29]([CH2:33][C:34]4[CH:39]=[CH:38][CH:37]=[CH:36][CH:35]=4)[C:30](=[O:32])[CH3:31])[CH2:25]3)[C:20]([O:22]C)=[O:21])(=[O:17])=[O:16])=[CH:11][CH:10]=2)=[CH:5][CH:4]=1.C(N)C1C=CC=CC=1.C(Cl)(=O)C. Given the product [CH3:1][O:2][C:3]1[CH:8]=[CH:7][C:6]([C:9]2[CH:10]=[CH:11][C:12]([S:15]([NH:18][CH:19]([C:24]3([CH3:40])[CH2:28][CH2:27][CH:26]([N:29]([CH2:33][C:34]4[CH:39]=[CH:38][CH:37]=[CH:36][CH:35]=4)[C:30](=[O:32])[CH3:31])[CH2:25]3)[C:20]([OH:22])=[O:21])(=[O:16])=[O:17])=[CH:13][CH:14]=2)=[CH:5][CH:4]=1, predict the reactants needed to synthesize it. (3) Given the product [CH2:1]([C@@H:8]1[C@@H:16]([OH:17])[C@H:15]([CH3:28])[O:14][C:13](=[O:29])[C@@H:12]([N:30]([C:31]([O:32][C:33]([CH3:34])([CH3:36])[CH3:35])=[O:37])[C:38](=[O:39])[O:40][C:41]([CH3:44])([CH3:42])[CH3:43])[CH2:11][O:10][CH2:9]1)[C:2]1[CH:3]=[CH:4][CH:5]=[CH:6][CH:7]=1, predict the reactants needed to synthesize it. The reactants are: [CH2:1]([C@@H:8]1[C@@H:16]([O:17][Si](C(C)C)(C(C)C)C(C)C)[C@H:15]([CH3:28])[O:14][C:13](=[O:29])[C@@H:12]([N:30]([C:38]([O:40][C:41]([CH3:44])([CH3:43])[CH3:42])=[O:39])[C:31](=[O:37])[O:32][C:33]([CH3:36])([CH3:35])[CH3:34])[CH2:11][O:10][CH2:9]1)[C:2]1[CH:7]=[CH:6][CH:5]=[CH:4][CH:3]=1.[F-].C([N+](CCCC)(CCCC)CCCC)CCC.[Cl-].[Na+]. (4) Given the product [CH:11]([C:10]1[CH:9]=[CH:5][CH:4]=[C:3]([CH:14]([CH3:16])[CH3:15])[C:2]=1[OH:1])([CH3:13])[CH3:12], predict the reactants needed to synthesize it. The reactants are: [OH:1][C:2]1[C:10]([CH:11]([CH3:13])[CH3:12])=[CH:9][C:5](C(O)=O)=[CH:4][C:3]=1[CH:14]([CH3:16])[CH3:15].[OH-].[Na+].Cl.